The task is: Predict the reactants needed to synthesize the given product.. This data is from Full USPTO retrosynthesis dataset with 1.9M reactions from patents (1976-2016). (1) Given the product [Br:1][C:2]1[C:7]([O:21][CH2:22][C@@H:23]2[CH2:27][CH2:26][CH2:25][N:24]2[S:28]([C:31]2[CH:39]=[CH:38][C:37]3[N:36]4[CH2:40][C:41]([CH3:44])([CH3:45])[CH2:42][N:43]=[C:35]4[C:34](=[O:46])[C:33]=3[CH:32]=2)(=[O:29])=[O:30])=[CH:6][CH:5]=[CH:4][N:3]=1, predict the reactants needed to synthesize it. The reactants are: [Br:1][C:2]1(O)[CH:7]=[CH:6][CH:5]=[CH:4][NH:3]1.[H-].[Na+].CC1C=CC(S([O:21][CH2:22][C@@H:23]2[CH2:27][CH2:26][CH2:25][N:24]2[S:28]([C:31]2[CH:39]=[CH:38][C:37]3[N:36]4[CH2:40][C:41]([CH3:45])([CH3:44])[CH2:42][N:43]=[C:35]4[C:34]4(OCCC[O:46]4)[C:33]=3[CH:32]=2)(=[O:30])=[O:29])(=O)=O)=CC=1. (2) Given the product [C:1]([O:5][C:6]([N:8]1[CH2:12][C@H:11]([O:13][C:14]2[C:23]3[C:18](=[CH:19][C:20]([O:24][CH3:25])=[CH:21][CH:22]=3)[N:17]=[C:16]([C:26]3[CH:31]=[CH:30][CH:29]=[CH:28][CH:27]=3)[CH:15]=2)[CH2:10][C@H:9]1[C:32](=[O:66])[NH:33][C@:34]1([C:39]([NH:41][S:42]([C:45]2[CH:50]=[CH:49][CH:48]=[CH:47][C:46]=2[NH:51][C:52](=[O:65])[CH2:53][CH2:54][CH2:55][CH2:56][CH2:57][CH2:58][CH2:59][CH2:60][C:61]([OH:63])=[O:62])(=[O:44])=[O:43])=[O:40])[CH2:36][C@H:35]1[CH:37]=[CH2:38])=[O:7])([CH3:2])([CH3:3])[CH3:4], predict the reactants needed to synthesize it. The reactants are: [C:1]([O:5][C:6]([N:8]1[CH2:12][C@H:11]([O:13][C:14]2[C:23]3[C:18](=[CH:19][C:20]([O:24][CH3:25])=[CH:21][CH:22]=3)[N:17]=[C:16]([C:26]3[CH:31]=[CH:30][CH:29]=[CH:28][CH:27]=3)[CH:15]=2)[CH2:10][C@H:9]1[C:32](=[O:66])[NH:33][C@:34]1([C:39]([NH:41][S:42]([C:45]2[CH:50]=[CH:49][CH:48]=[CH:47][C:46]=2[NH:51][C:52](=[O:65])[CH2:53][CH2:54][CH2:55][CH2:56][CH2:57][CH2:58][CH2:59][CH2:60][C:61]([O:63]C)=[O:62])(=[O:44])=[O:43])=[O:40])[CH2:36][C@H:35]1[CH:37]=[CH2:38])=[O:7])([CH3:4])([CH3:3])[CH3:2].[Li+].[OH-]. (3) Given the product [CH3:20][C:21]1[CH:22]=[CH:23][C:24]([C:27]2[CH:28]=[CH:29][C:30]([CH2:33][NH:34][C:35]([C:37]3[N:38]([CH2:43][CH2:44][CH2:45][NH:46][C:47]([O:49][C:50]([CH3:53])([CH3:52])[CH3:51])=[O:48])[CH:39]=[C:40]([NH:42][C:15]([C:10]4[C:9]([C:6]5[CH:7]=[CH:8][C:3]([C:2]([F:1])([F:18])[F:19])=[CH:4][CH:5]=5)=[CH:14][CH:13]=[CH:12][CH:11]=4)=[O:16])[CH:41]=3)=[O:36])=[CH:31][CH:32]=2)=[CH:25][CH:26]=1, predict the reactants needed to synthesize it. The reactants are: [F:1][C:2]([F:19])([F:18])[C:3]1[CH:8]=[CH:7][C:6]([C:9]2[C:10]([C:15](O)=[O:16])=[CH:11][CH:12]=[CH:13][CH:14]=2)=[CH:5][CH:4]=1.[CH3:20][C:21]1[CH:26]=[CH:25][C:24]([C:27]2[CH:32]=[CH:31][C:30]([CH2:33][NH:34][C:35]([C:37]3[N:38]([CH2:43][CH2:44][CH2:45][NH:46][C:47]([O:49][C:50]([CH3:53])([CH3:52])[CH3:51])=[O:48])[CH:39]=[C:40]([NH2:42])[CH:41]=3)=[O:36])=[CH:29][CH:28]=2)=[CH:23][CH:22]=1.CN(C(ON1N=NC2C=CC=CC1=2)=[N+](C)C)C.[B-](F)(F)(F)F.C(N(C(C)C)C(C)C)C. (4) Given the product [CH:25]([O:28][C:29]([N:31]1[CH2:37][CH2:36][CH2:35][CH:34]([N:38]([C:6](=[O:7])[C:5]2[CH:4]=[C:3]([C:2]([F:17])([F:16])[F:1])[CH:11]=[C:10]([C:12]([F:15])([F:14])[F:13])[CH:9]=2)[C:39]2[CH:40]=[N:41][CH:42]=[CH:43][CH:44]=2)[C:33]2[CH:45]=[C:46]([CH3:53])[C:47]([C:49]([F:51])([F:52])[F:50])=[CH:48][C:32]1=2)=[O:30])([CH3:27])[CH3:26], predict the reactants needed to synthesize it. The reactants are: [F:1][C:2]([F:17])([F:16])[C:3]1[CH:4]=[C:5]([CH:9]=[C:10]([C:12]([F:15])([F:14])[F:13])[CH:11]=1)[C:6](Cl)=[O:7].C(N(CC)CC)C.[CH:25]([O:28][C:29]([N:31]1[CH2:37][CH2:36][CH2:35][CH:34]([NH:38][C:39]2[CH:40]=[N:41][CH:42]=[CH:43][CH:44]=2)[C:33]2[CH:45]=[C:46]([CH3:53])[C:47]([C:49]([F:52])([F:51])[F:50])=[CH:48][C:32]1=2)=[O:30])([CH3:27])[CH3:26]. (5) Given the product [CH2:1]([S:3][C:4]1[CH:9]=[CH:8][CH:7]=[CH:6][C:5]=1[C:20]1[CH:29]=[N:28][C:27]2[C:22](=[CH:23][CH:24]=[C:25]([C:30]([F:31])([F:32])[F:33])[CH:26]=2)[N:21]=1)[CH3:2], predict the reactants needed to synthesize it. The reactants are: [CH2:1]([S:3][C:4]1[CH:9]=[CH:8][CH:7]=[CH:6][C:5]=1B1OC(C)(C)C(C)(C)O1)[CH3:2].Cl[C:20]1[CH:29]=[N:28][C:27]2[C:22](=[CH:23][CH:24]=[C:25]([C:30]([F:33])([F:32])[F:31])[CH:26]=2)[N:21]=1.P([O-])([O-])([O-])=O.[K+].[K+].[K+].O1CCOCC1. (6) The reactants are: [C:1]1([S:7]([N:10]2[C:14]3=[N:15][CH:16]=[CH:17][CH:18]=[C:13]3[CH:12]=[C:11]2[C:19]([C:26]2[CH:31]=[CH:30][C:29]([C:32](=[O:34])[CH3:33])=[CH:28][CH:27]=2)=[CH:20][CH:21]2[CH2:25][CH2:24][CH2:23][CH2:22]2)(=[O:9])=[O:8])[CH:6]=[CH:5][CH:4]=[CH:3][CH:2]=1.[CH:35]([Mg]Cl)([CH3:37])[CH3:36]. Given the product [C:1]1([S:7]([N:10]2[C:14]3=[N:15][CH:16]=[CH:17][CH:18]=[C:13]3[CH:12]=[C:11]2[C:19]([C:26]2[CH:27]=[CH:28][C:29]([C:32]([OH:34])([CH:35]([CH3:37])[CH3:36])[CH3:33])=[CH:30][CH:31]=2)=[CH:20][CH:21]2[CH2:22][CH2:23][CH2:24][CH2:25]2)(=[O:8])=[O:9])[CH:6]=[CH:5][CH:4]=[CH:3][CH:2]=1, predict the reactants needed to synthesize it. (7) Given the product [C:6]([C:20]1[CH:21]=[CH:22][CH:23]=[C:24]2[C:29]=1[N:28]=[C:27]([N:30]([C:35]1[CH:40]=[CH:39][CH:38]=[CH:37][CH:36]=1)[C:31](=[O:34])[O:32][CH3:33])[CH:26]=[CH:25]2)(=[O:8])[CH3:7], predict the reactants needed to synthesize it. The reactants are: C([Sn](CCCC)(CCCC)[C:6]([O:8]CC)=[CH2:7])CCC.Br[C:20]1[CH:21]=[CH:22][CH:23]=[C:24]2[C:29]=1[N:28]=[C:27]([N:30]([C:35]1[CH:40]=[CH:39][CH:38]=[CH:37][CH:36]=1)[C:31](=[O:34])[O:32][CH3:33])[CH:26]=[CH:25]2. (8) Given the product [F:1][C:2]([F:37])([F:36])[C:3]1[CH:4]=[C:5]([C:13]([N:15]2[C@H:20]([CH2:21][C:22]3[C:30]4[C:25](=[CH:26][CH:27]=[CH:28][CH:29]=4)[NH:24][CH:23]=3)[CH2:19][N:18]3[C@@H:31]([CH2:34][Cl:58])[CH2:32][CH2:33][C@@H:17]3[CH2:16]2)=[O:14])[CH:6]=[C:7]([C:9]([F:12])([F:11])[F:10])[CH:8]=1, predict the reactants needed to synthesize it. The reactants are: [F:1][C:2]([F:37])([F:36])[C:3]1[CH:4]=[C:5]([C:13]([N:15]2[C@H:20]([CH2:21][C:22]3[C:30]4[C:25](=[CH:26][CH:27]=[CH:28][CH:29]=4)[NH:24][CH:23]=3)[CH2:19][N:18]3[C@@H:31]([CH2:34]O)[CH2:32][CH2:33][C@@H:17]3[CH2:16]2)=[O:14])[CH:6]=[C:7]([C:9]([F:12])([F:11])[F:10])[CH:8]=1.C1(P(C2C=CC=CC=2)C2C=CC=CC=2)C=CC=CC=1.C(Cl)(Cl)(Cl)[Cl:58].